This data is from Catalyst prediction with 721,799 reactions and 888 catalyst types from USPTO. The task is: Predict which catalyst facilitates the given reaction. (1) Reactant: [CH2:1]([NH:8][C:9](=[O:18])[NH:10][CH2:11][C:12]1([C:15]([OH:17])=O)[CH2:14][CH2:13]1)[C:2]1[CH:7]=[CH:6][CH:5]=[CH:4][CH:3]=1.OC1C2N=NNC=2C=CC=1.C(N=C=NCCCN(C)C)C.[NH2:40][C@@H:41]([CH2:64][C:65]1[CH:70]=[CH:69][C:68]([O:71][C:72]([CH3:75])([CH3:74])[CH3:73])=[CH:67][CH:66]=1)[C:42]([N:44]([CH2:56][CH:57]([O:61][CH2:62][CH3:63])[O:58][CH2:59][CH3:60])[CH2:45][C:46]1[C:55]2[C:50](=[CH:51][CH:52]=[CH:53][CH:54]=2)[CH:49]=[CH:48][CH:47]=1)=[O:43]. Product: [CH2:1]([NH:8][C:9](=[O:18])[NH:10][CH2:11][C:12]1([C:15]([NH:40][C@@H:41]([CH2:64][C:65]2[CH:70]=[CH:69][C:68]([O:71][C:72]([CH3:74])([CH3:73])[CH3:75])=[CH:67][CH:66]=2)[C:42]([N:44]([CH2:56][CH:57]([O:61][CH2:62][CH3:63])[O:58][CH2:59][CH3:60])[CH2:45][C:46]2[C:55]3[C:50](=[CH:51][CH:52]=[CH:53][CH:54]=3)[CH:49]=[CH:48][CH:47]=2)=[O:43])=[O:17])[CH2:13][CH2:14]1)[C:2]1[CH:3]=[CH:4][CH:5]=[CH:6][CH:7]=1. The catalyst class is: 112. (2) Reactant: [OH:1][C:2]1[C:3]([C:23](=[O:25])[CH3:24])=[CH:4][C:5]2[CH2:6][CH:7]([C:16]3[CH:21]=[CH:20][C:19]([OH:22])=[CH:18][CH:17]=3)[CH:8]3[CH:13]([C:14]=2[CH:15]=1)[CH2:12][CH2:11][CH2:10][CH2:9]3.[BH4-].[Na+].C(OCC)(=O)C.C(=O)(O)[O-].[Na+]. Product: [OH:25][CH:23]([C:3]1[C:2]([OH:1])=[CH:15][C:14]2[CH:13]3[CH:8]([CH2:9][CH2:10][CH2:11][CH2:12]3)[CH:7]([C:16]3[CH:21]=[CH:20][C:19]([OH:22])=[CH:18][CH:17]=3)[CH2:6][C:5]=2[CH:4]=1)[CH3:24]. The catalyst class is: 40. (3) Reactant: [F:1][C:2]1[CH:3]=[C:4]([N:8]2[C:17]3[C:12](=[CH:13][C:14]([F:25])=[C:15]([N:18]4[CH2:23][CH2:22][N:21]([CH3:24])[CH2:20][CH2:19]4)[CH:16]=3)[C:11](=[O:26])[N:10]([O:27]CC3C=CC=CC=3)[C:9]2=[O:35])[CH:5]=[CH:6][CH:7]=1. Product: [F:1][C:2]1[CH:3]=[C:4]([N:8]2[C:17]3[C:12](=[CH:13][C:14]([F:25])=[C:15]([N:18]4[CH2:19][CH2:20][N:21]([CH3:24])[CH2:22][CH2:23]4)[CH:16]=3)[C:11](=[O:26])[N:10]([OH:27])[C:9]2=[O:35])[CH:5]=[CH:6][CH:7]=1. The catalyst class is: 45. (4) Reactant: C([N:8]1[C@:12]2([CH3:22])[C:13]3[CH:14]=[CH:15][C:16]([F:21])=[CH:17][C:18]=3[O:19][CH2:20][C@@H:11]2[CH2:10][O:9]1)C1C=CC=CC=1. Product: [NH2:8][C@:12]1([CH3:22])[C:13]2[C:18](=[CH:17][C:16]([F:21])=[CH:15][CH:14]=2)[O:19][CH2:20][C@@H:11]1[CH2:10][OH:9]. The catalyst class is: 43. (5) Product: [C:20]([C:22]([C:25]1[CH:26]=[C:27]([CH:47]=[CH:48][N:49]=1)[C:28]([NH:30][C:31]1[CH:32]=[CH:33][C:34]([CH3:37])=[C:35]([C:5]2[N:10]=[N:9][C:8]([O:11][CH2:12][CH3:13])=[C:7]([N:14]3[CH2:19][CH2:18][O:17][CH2:16][CH2:15]3)[CH:6]=2)[CH:36]=1)=[O:29])([CH3:24])[CH3:23])#[N:21]. The catalyst class is: 57. Reactant: C(Cl)Cl.Cl[C:5]1[N:10]=[N:9][C:8]([O:11][CH2:12][CH3:13])=[C:7]([N:14]2[CH2:19][CH2:18][O:17][CH2:16][CH2:15]2)[CH:6]=1.[C:20]([C:22]([C:25]1[CH:26]=[C:27]([CH:47]=[CH:48][N:49]=1)[C:28]([NH:30][C:31]1[CH:36]=[CH:35][C:34]([CH3:37])=[C:33](B2OC(C)(C)C(C)(C)O2)[CH:32]=1)=[O:29])([CH3:24])[CH3:23])#[N:21].C([O-])([O-])=O.[Na+].[Na+]. (6) Reactant: [N+:1]([C:4]1[CH:5]=[C:6]([NH:10][C:11]2[N:18]=[CH:17][CH:16]=[CH:15][C:12]=2[CH:13]=O)[CH:7]=[CH:8][CH:9]=1)([O-:3])=[O:2].[S:19]1[C:23]2[CH:24]=[CH:25][CH:26]=[CH:27][C:22]=2[N:21]=[C:20]1[CH2:28][CH2:29][CH2:30][CH2:31][CH2:32][C:33](OCC)=[O:34].[Li+].CC([N-]C(C)C)C. Product: [N+:1]([C:4]1[CH:5]=[C:6]([N:10]2[C:11]3[C:12](=[CH:15][CH:16]=[CH:17][N:18]=3)[CH:13]=[C:32]([CH2:31][CH2:30][CH2:29][CH2:28][C:20]3[S:19][C:23]4[CH:24]=[CH:25][CH:26]=[CH:27][C:22]=4[N:21]=3)[C:33]2=[O:34])[CH:7]=[CH:8][CH:9]=1)([O-:3])=[O:2]. The catalyst class is: 3.